From a dataset of Peptide-MHC class I binding affinity with 185,985 pairs from IEDB/IMGT. Regression. Given a peptide amino acid sequence and an MHC pseudo amino acid sequence, predict their binding affinity value. This is MHC class I binding data. (1) The peptide sequence is FPRIWLHGL. The MHC is HLA-A33:01 with pseudo-sequence HLA-A33:01. The binding affinity (normalized) is 0. (2) The peptide sequence is GSFKEYVFW. The MHC is HLA-A02:01 with pseudo-sequence HLA-A02:01. The binding affinity (normalized) is 0.0847. (3) The peptide sequence is GSSDFQVHFLK. The MHC is HLA-A68:02 with pseudo-sequence HLA-A68:02. The binding affinity (normalized) is 0.0847.